This data is from Forward reaction prediction with 1.9M reactions from USPTO patents (1976-2016). The task is: Predict the product of the given reaction. (1) Given the reactants [Cl:1][C:2]1[CH:3]=[C:4]([NH2:10])[C:5]([NH2:9])=[N:6][C:7]=1[I:8].[C:11](Cl)(Cl)=[S:12], predict the reaction product. The product is: [Cl:1][C:2]1[CH:3]=[C:4]2[NH:10][C:11](=[S:12])[NH:9][C:5]2=[N:6][C:7]=1[I:8]. (2) Given the reactants S(=O)(=O)(O)O.[NH2:6][C:7]1[CH:8]=[N:9][N:10]2[CH2:15][CH2:14][CH2:13][NH:12][C:11]=12.C(N(C(C)C)C(C)C)C.[C:25]([O:29][C:30]([NH:32][CH2:33][C:34](ON1C(=O)CCC1=O)=[O:35])=[O:31])([CH3:28])([CH3:27])[CH3:26], predict the reaction product. The product is: [C:25]([O:29][C:30]([NH:32][CH2:33][C:34]([NH:6][C:7]1[CH:8]=[N:9][N:10]2[CH2:15][CH2:14][CH2:13][NH:12][C:11]=12)=[O:35])=[O:31])([CH3:28])([CH3:27])[CH3:26]. (3) Given the reactants Cl[C:2]1[C:11]2[C:6](=[CH:7][C:8]([F:13])=[CH:9][C:10]=2[F:12])[N:5]=[C:4]([C:14]2[C:23]3[C:18](=[CH:19][CH:20]=[CH:21][CH:22]=3)[CH:17]=[CH:16][CH:15]=2)[C:3]=1[CH3:24].[CH3:25][C:26]1([CH3:41])[C:30]2=[N:31][CH:32]=[C:33]([N:35]3[CH2:40][CH2:39][O:38][CH2:37][CH2:36]3)[CH:34]=[C:29]2[NH:28][CH2:27]1.C1(P(C2CCCCC2)C2C=CC=CC=2C2C(C(C)C)=CC(C(C)C)=CC=2C(C)C)CCCCC1.CC(C)([O-])C.[Na+], predict the reaction product. The product is: [CH3:25][C:26]1([CH3:41])[C:30]2=[N:31][CH:32]=[C:33]([N:35]3[CH2:40][CH2:39][O:38][CH2:37][CH2:36]3)[CH:34]=[C:29]2[N:28]([C:2]2[C:11]3[C:6](=[CH:7][C:8]([F:13])=[CH:9][C:10]=3[F:12])[N:5]=[C:4]([C:14]3[C:23]4[C:18](=[CH:19][CH:20]=[CH:21][CH:22]=4)[CH:17]=[CH:16][CH:15]=3)[C:3]=2[CH3:24])[CH2:27]1.